Dataset: Catalyst prediction with 721,799 reactions and 888 catalyst types from USPTO. Task: Predict which catalyst facilitates the given reaction. Reactant: C([NH:8][CH2:9][CH2:10][C:11]1[CH:16]=[CH:15][C:14]([OH:17])=[CH:13][CH:12]=1)(OC(C)(C)C)=O.Cl.O1CCOCC1. Product: [NH2:8][CH2:9][CH2:10][C:11]1[CH:16]=[CH:15][C:14]([OH:17])=[CH:13][CH:12]=1. The catalyst class is: 13.